Task: Predict which catalyst facilitates the given reaction.. Dataset: Catalyst prediction with 721,799 reactions and 888 catalyst types from USPTO (1) Reactant: [C:1]([C:5]1[CH:10]=[CH:9][C:8]([NH:11][C:12](=[O:22])[NH:13][CH:14]([CH3:21])[CH2:15][C:16](OCC)=[O:17])=[CH:7][CH:6]=1)([CH3:4])([CH3:3])[CH3:2].[Li+].[BH4-]. Product: [C:1]([C:5]1[CH:10]=[CH:9][C:8]([NH:11][C:12]([NH:13][CH:14]([CH2:15][CH2:16][OH:17])[CH3:21])=[O:22])=[CH:7][CH:6]=1)([CH3:2])([CH3:3])[CH3:4]. The catalyst class is: 1. (2) Reactant: C([O-])(=O)C.[K+].[CH3:21][C:16]1([CH3:22])[C:17]([CH3:20])([CH3:19])[O:18][B:14]([B:14]2[O:18][C:17]([CH3:20])([CH3:19])[C:16]([CH3:22])([CH3:21])[O:15]2)[O:15]1.Br[C:25]1[C:31]([F:32])=[CH:30][C:28]([NH2:29])=[C:27]([F:33])[CH:26]=1. Product: [F:33][C:27]1[CH:26]=[C:25]([B:14]2[O:15][C:16]([CH3:21])([CH3:22])[C:17]([CH3:19])([CH3:20])[O:18]2)[C:31]([F:32])=[CH:30][C:28]=1[NH2:29]. The catalyst class is: 57. (3) Reactant: [CH2:1]([C:3]1[NH:4][C:5](=[O:27])[C:6]([CH2:12][C:13]2[CH:18]=[CH:17][C:16]([C:19]3[C:20]([C:25]#[N:26])=[CH:21][CH:22]=[CH:23][CH:24]=3)=[CH:15][CH:14]=2)=[C:7]([CH2:9][CH2:10][CH3:11])[N:8]=1)[CH3:2].[CH3:28][C:29]1([CH3:41])[CH2:33][C:32]2[CH:34]=[C:35](B(O)O)[CH:36]=[CH:37][C:31]=2[O:30]1.N1C=CC=CC=1.C(N(CC)CC)C. Product: [CH3:28][C:29]1([CH3:41])[CH2:33][C:32]2[CH:34]=[C:35]([N:4]3[C:5](=[O:27])[C:6]([CH2:12][C:13]4[CH:18]=[CH:17][C:16]([C:19]5[C:20]([C:25]#[N:26])=[CH:21][CH:22]=[CH:23][CH:24]=5)=[CH:15][CH:14]=4)=[C:7]([CH2:9][CH2:10][CH3:11])[N:8]=[C:3]3[CH2:1][CH3:2])[CH:36]=[CH:37][C:31]=2[O:30]1. The catalyst class is: 651. (4) Reactant: [Cl:1][C:2]1[CH:3]=[C:4]([NH:9][C:10]2[N:15]=[C:14]([N:16]3[CH:20]=[CH:19][C:18]([C:21]([F:24])([F:23])[F:22])=[N:17]3)[C:13]([C:25]3[CH:30]=[CH:29][N:28]=[C:27]([C:31]([OH:33])=O)[CH:26]=3)=[CH:12][N:11]=2)[CH:5]=[CH:6][C:7]=1[F:8].[N:34]1C=CC=CC=1.C(OC(OC(C)(C)C)=O)(OC(C)(C)C)=O.C(=O)([O-])O.[NH4+]. Product: [Cl:1][C:2]1[CH:3]=[C:4]([NH:9][C:10]2[N:15]=[C:14]([N:16]3[CH:20]=[CH:19][C:18]([C:21]([F:24])([F:23])[F:22])=[N:17]3)[C:13]([C:25]3[CH:30]=[CH:29][N:28]=[C:27]([C:31]([NH2:34])=[O:33])[CH:26]=3)=[CH:12][N:11]=2)[CH:5]=[CH:6][C:7]=1[F:8]. The catalyst class is: 16. (5) Reactant: Br[C:2]1[CH:3]=[C:4]([S:8]([NH:11][CH3:12])(=[O:10])=[O:9])[CH:5]=[N:6][CH:7]=1.[CH3:13][N:14](C)C=O. The catalyst class is: 507. Product: [C:13]([C:2]1[CH:3]=[C:4]([S:8]([NH:11][CH3:12])(=[O:10])=[O:9])[CH:5]=[N:6][CH:7]=1)#[N:14].